This data is from Drug-target binding data from BindingDB using IC50 measurements. The task is: Regression. Given a target protein amino acid sequence and a drug SMILES string, predict the binding affinity score between them. We predict pIC50 (pIC50 = -log10(IC50 in M); higher means more potent). Dataset: bindingdb_ic50. (1) The small molecule is CCCCCCc1nc2c([nH]1)C(=O)N(C)C1=N[C@@H]3CCC[C@@H]3N12. The target protein (P14100) has sequence MGSTATETEELENTTFKYLIGEQTEKMWQRLKGILRCLVKQLEKGDVNVIDLKKNIEYAASVLEAVYIDETRRLLDTDDELSDIQSDSVPSEVRDWLASTFTRKMGMMKKKSEEKPRFRSIVHVVQAGIFVERMYRKSYHMVGLAYPEAVIVTLKDVDKWSFDVFALNEASGEHSLKFMIYELFTRYDLINRFKIPVSCLIAFAEALEVGYSKYKNPYHNLIHAADVTQTVHYIMLHTGIMHWLTELEILAMVFAAAIHDYEHTGTTNNFHIQTRSDVAILYNDRSVLENHHVSAAYRLMQEEEMNVLINLSKDDWRDLRNLVIEMVLSTDMSGHFQQIKNIRNSLQQPEGLDKAKTMSLILHAADISHPAKSWKLHHRWTMALMEEFFLQGDKEAELGLPFSPLCDRKSTMVAQSQIGFIDFIVEPTFSLLTDSTEKIIIPLIEEDSKTKTPSYGASRRSNMKGTTNDGTYSPDYSLASVDLKSFKNSLVDIIQQNKER.... The pIC50 is 7.4. (2) The small molecule is C[C@@]1(CSc2nc3ccccc3s2)S[C@@H]2[C@H](Br)C(=O)N2[C@H]1C(=O)O. The target protein sequence is MIKSSWRKIAMLAAAVPLLLASGALWASTDAIHQKLTDLEKRSGGRLGVALINTADNSQILYRGDERFAMCSTSKVMAAAAVLKQSESNKEVVNKRLEINAADLVVWSPITEKHLQSGMTLAELSAATLQYSDNTAMNLIIGYLGGPEKVTAFARSIGDATFRLDRTEPTLNTAIPGDERDTSTPLAMAESLRKLTLGDALGEQQRAQLVTWLKGNTTGGQSIRAGLPESWVVGDKTGAGDYGTTNDIAVIWPEDHAPLILVTYFTQPQQDAKNRKEVLAAAAKIVTEGL. The pIC50 is 5.8.